Dataset: M1 muscarinic receptor antagonist screen with 61,756 compounds. Task: Binary Classification. Given a drug SMILES string, predict its activity (active/inactive) in a high-throughput screening assay against a specified biological target. (1) The compound is S1c2n(N=C(C1)C)c(nn2)c1ccc(F)cc1. The result is 0 (inactive). (2) The molecule is S(=O)(=O)(N1CC(OC(C1)C)C)c1ccc(NC(=O)c2occc2)cc1. The result is 0 (inactive). (3) The drug is O=C1N(C(=O)C2C1C1N(C(=O)C2C=C1)C)c1ccccc1. The result is 0 (inactive). (4) The compound is O(c1cc(CN2CCN(CC2)c2ncccn2)ccc1)C. The result is 0 (inactive). (5) The molecule is O1C(CN(C(C(C)C)c2n(nnn2)Cc2occc2)Cc2cc3c([nH]c2=O)c(ccc3)C)CCC1. The result is 0 (inactive).